Task: Predict the reactants needed to synthesize the given product.. Dataset: Full USPTO retrosynthesis dataset with 1.9M reactions from patents (1976-2016) (1) Given the product [Cl:13][C:12]1[C:2]([C:25]#[N:26])=[C:3]([CH:9]=[CH:10][CH:11]=1)[C:4]([O:6][CH2:7][CH3:8])=[O:5], predict the reactants needed to synthesize it. The reactants are: N[C:2]1[C:12]([Cl:13])=[CH:11][CH:10]=[CH:9][C:3]=1[C:4]([O:6][CH2:7][CH3:8])=[O:5].Cl.N([O-])=O.[Na+].C(=O)([O-])[O-].[Na+].[Na+].[C-:25]#[N:26].[K+]. (2) The reactants are: [H-].[Na+].[CH3:3][N:4]([CH2:6][CH2:7][OH:8])[CH3:5].N#N.F[C:12]1[CH:17]=[C:16]([S:18]([CH3:21])(=[O:20])=[O:19])[CH:15]=[CH:14][C:13]=1[N:22]1[C:26]2=[N:27][CH:28]=[N:29][C:30]([OH:31])=[C:25]2[CH:24]=[N:23]1. Given the product [CH3:3][N:4]([CH3:5])[CH2:6][CH2:7][O:8][C:12]1[CH:17]=[C:16]([S:18]([CH3:21])(=[O:20])=[O:19])[CH:15]=[CH:14][C:13]=1[N:22]1[C:26]2=[N:27][CH:28]=[N:29][C:30]([OH:31])=[C:25]2[CH:24]=[N:23]1, predict the reactants needed to synthesize it. (3) Given the product [C:1]([NH:8][CH2:9][C@@H:10]1[CH2:14][CH2:13][CH2:12][N:11]1[C:15]([C@@H:17]([CH2:26][CH:27]=[CH2:28])[CH2:18][C:19]([O:21][C:22]([CH3:23])([CH3:24])[CH3:25])=[O:20])=[O:16])(=[O:6])[CH2:2][CH2:3][CH:4]=[CH2:5], predict the reactants needed to synthesize it. The reactants are: [C:1](O)(=[O:6])[CH2:2][CH2:3][CH:4]=[CH2:5].[NH2:8][CH2:9][C@@H:10]1[CH2:14][CH2:13][CH2:12][N:11]1[C:15]([C@@H:17]([CH2:26][CH:27]=[CH2:28])[CH2:18][C:19]([O:21][C:22]([CH3:25])([CH3:24])[CH3:23])=[O:20])=[O:16].CO.C(Cl)Cl. (4) Given the product [NH2:1][C:2]1[CH:3]=[C:4]([CH:5]=[CH:6][C:7]=1[Cl:8])[O:9][C:11]1[CH:12]=[CH:13][C:14]2[N:15]([CH:17]=[C:18]([NH:20][C:21]([CH:23]3[CH2:25][CH:24]3[CH3:26])=[O:22])[N:19]=2)[N:16]=1, predict the reactants needed to synthesize it. The reactants are: [NH2:1][C:2]1[CH:3]=[C:4]([OH:9])[CH:5]=[CH:6][C:7]=1[Cl:8].I[C:11]1[CH:12]=[CH:13][C:14]2[N:15]([CH:17]=[C:18]([NH:20][C:21]([CH:23]3[CH2:25][CH:24]3[CH3:26])=[O:22])[N:19]=2)[N:16]=1.C(=O)([O-])[O-].[K+].[K+]. (5) Given the product [CH2:21]([O:23][C:24]([C:26]1([C:29](=[C:18]2[CH2:19][CH2:20][N:16]([CH2:9][C:10]3[CH:15]=[CH:14][CH:13]=[CH:12][CH:11]=3)[C:17]2=[O:37])[OH:30])[CH2:27][CH2:28]1)=[O:25])[CH3:22], predict the reactants needed to synthesize it. The reactants are: [Li+].CC([N-]C(C)C)C.[CH2:9]([N:16]1[CH2:20][CH2:19][CH2:18][CH2:17]1)[C:10]1[CH:15]=[CH:14][CH:13]=[CH:12][CH:11]=1.[CH2:21]([O:23][C:24]([C:26]1([C:29](OCC)=[O:30])[CH2:28][CH2:27]1)=[O:25])[CH3:22].C1C[O:37]CC1. (6) Given the product [F:19][C:18]([F:21])([F:20])[C:15]1[CH:16]=[CH:17][C:12]([O:11][C:8]2[CH:9]=[CH:10][C:5]([O:4][C:2]([N:37]3[CH2:36][CH2:35][CH:34]([CH2:33][N:25]([CH2:23][CH3:24])[CH2:26][C:27]4[CH:32]=[CH:31][N:30]=[CH:29][CH:28]=4)[CH2:39][CH2:38]3)=[O:3])=[CH:6][CH:7]=2)=[N:13][CH:14]=1, predict the reactants needed to synthesize it. The reactants are: Cl[C:2]([O:4][C:5]1[CH:10]=[CH:9][C:8]([O:11][C:12]2[CH:17]=[CH:16][C:15]([C:18]([F:21])([F:20])[F:19])=[CH:14][N:13]=2)=[CH:7][CH:6]=1)=[O:3].Cl.[CH2:23]([N:25]([CH2:33][CH:34]1[CH2:39][CH2:38][NH:37][CH2:36][CH2:35]1)[CH2:26][C:27]1[CH:32]=[CH:31][N:30]=[CH:29][CH:28]=1)[CH3:24].C(NC(C)C)(C)C. (7) Given the product [CH3:19][N:18]([CH3:20])[C:17]([C:14]1[CH:15]=[C:16]2[C:11]([CH2:10][NH:9][CH:8]2[C:6]([OH:7])=[O:5])=[CH:12][CH:13]=1)=[O:21], predict the reactants needed to synthesize it. The reactants are: C([O:5][C:6]([CH:8]1[C:16]2[C:11](=[CH:12][CH:13]=[C:14]([C:17](=[O:21])[N:18]([CH3:20])[CH3:19])[CH:15]=2)[CH2:10][N:9]1CC1C=CC=CC=1)=[O:7])(C)(C)C. (8) Given the product [CH:8]([N:11]1[C:15]([C:16]2[N:25]=[C:24]3[C:23]4[CH:26]=[CH:27][C:28]([CH:30]5[CH2:35][CH2:34][N:33]([CH2:37][C:38]([NH2:40])=[O:39])[CH2:32][CH2:31]5)=[CH:29][C:22]=4[O:21][CH2:20][CH2:19][N:18]3[CH:17]=2)=[N:14][CH:13]=[N:12]1)([CH3:10])[CH3:9], predict the reactants needed to synthesize it. The reactants are: FC(F)(F)C(O)=O.[CH:8]([N:11]1[C:15]([C:16]2[N:25]=[C:24]3[N:18]([CH2:19][CH2:20][O:21][C:22]4[CH:29]=[C:28]([CH:30]5[CH2:35][CH2:34][NH:33][CH2:32][CH2:31]5)[CH:27]=[CH:26][C:23]=43)[CH:17]=2)=[N:14][CH:13]=[N:12]1)([CH3:10])[CH3:9].Br[CH2:37][C:38]([NH2:40])=[O:39].